This data is from Catalyst prediction with 721,799 reactions and 888 catalyst types from USPTO. The task is: Predict which catalyst facilitates the given reaction. (1) Reactant: [CH2:1]([CH2:3][NH2:4])[OH:2].C(N(CC)CC)C.[F:12][C:13]([F:24])([F:23])[C:14](O[C:14](=[O:15])[C:13]([F:24])([F:23])[F:12])=[O:15]. Product: [F:12][C:13]([F:24])([F:23])[C:14]([NH:4][CH2:3][CH2:1][OH:2])=[O:15]. The catalyst class is: 5. (2) Reactant: [Cl:1][C:2]1[N:10]([CH2:11][CH:12]=[CH2:13])[C:9]2[C:8](=[O:14])[NH:7][C:6](=[O:15])[NH:5][C:4]=2[N:3]=1.C(=O)([O-])[O-].[Na+].[Na+].Br[CH2:23][CH2:24][CH2:25][C:26]([F:29])([F:28])[F:27]. Product: [Cl:1][C:2]1[N:10]([CH2:11][CH:12]=[CH2:13])[C:9]2[C:8](=[O:14])[NH:7][C:6](=[O:15])[N:5]([CH2:23][CH2:24][CH2:25][C:26]([F:29])([F:28])[F:27])[C:4]=2[N:3]=1. The catalyst class is: 3. (3) Reactant: F[C:2](F)(F)[C:3](O)=O.F[C:9](F)(F)C(O)=O.[CH3:15][C:16]1[CH:25]=[C:24]([CH2:26][O:27][C:28]2[CH:52]=[CH:51][C:31]([C:32]([NH:34][CH2:35][C:36]3([CH:45]4[CH2:50][CH2:49][NH:48][CH2:47][CH2:46]4)[C:41](=[O:42])[NH:40][C:39](=[O:43])[NH:38][C:37]3=[O:44])=[O:33])=[CH:30][CH:29]=2)[C:23]2[C:18](=[CH:19][CH:20]=[CH:21][CH:22]=2)[N:17]=1. The catalyst class is: 21. Product: [CH:2]([N:48]1[CH2:49][CH2:50][CH:45]([C:36]2([CH2:35][NH:34][C:32](=[O:33])[C:31]3[CH:30]=[CH:29][C:28]([O:27][CH2:26][C:24]4[C:23]5[C:18](=[CH:19][CH:20]=[CH:21][CH:22]=5)[N:17]=[C:16]([CH3:15])[CH:25]=4)=[CH:52][CH:51]=3)[C:37](=[O:44])[NH:38][C:39](=[O:43])[NH:40][C:41]2=[O:42])[CH2:46][CH2:47]1)([CH3:3])[CH3:9]. (4) Reactant: F[C:2]1[CH:7]=[CH:6][CH:5]=[CH:4][C:3]=1[N+:8]([O-:10])=[O:9].[CH3:11][O:12][C:13]([C:15]1[CH2:19][C:18](=[O:20])[N:17]([C:21]2[CH:26]=[CH:25][CH:24]=[CH:23][CH:22]=2)[N:16]=1)=[O:14].C(=O)([O-])[O-].[K+].[K+].O. Product: [CH3:11][O:12][C:13]([C:15]1[CH:19]=[C:18]([O:20][C:2]2[CH:7]=[CH:6][CH:5]=[CH:4][C:3]=2[N+:8]([O-:10])=[O:9])[N:17]([C:21]2[CH:26]=[CH:25][CH:24]=[CH:23][CH:22]=2)[N:16]=1)=[O:14]. The catalyst class is: 148.